This data is from Catalyst prediction with 721,799 reactions and 888 catalyst types from USPTO. The task is: Predict which catalyst facilitates the given reaction. Reactant: [OH-].[Na+].C([NH:6][C:7]1[S:11][C:10]2[C:12]([O:23][CH2:24][CH2:25][N:26]([CH2:29][CH3:30])[CH2:27][CH3:28])=[C:13]([C:16]3[CH:21]=[CH:20][C:19]([OH:22])=[CH:18][CH:17]=3)[CH:14]=[CH:15][C:9]=2[C:8]=1[C:31]([O:33][CH2:34][CH3:35])=[O:32])(=O)C. Product: [NH2:6][C:7]1[S:11][C:10]2[C:12]([O:23][CH2:24][CH2:25][N:26]([CH2:27][CH3:28])[CH2:29][CH3:30])=[C:13]([C:16]3[CH:17]=[CH:18][C:19]([OH:22])=[CH:20][CH:21]=3)[CH:14]=[CH:15][C:9]=2[C:8]=1[C:31]([O:33][CH2:34][CH3:35])=[O:32]. The catalyst class is: 36.